Task: Predict which catalyst facilitates the given reaction.. Dataset: Catalyst prediction with 721,799 reactions and 888 catalyst types from USPTO (1) Reactant: N1C=CC=CC=1.[CH2:7]([O:9][CH:10]([O:13][CH2:14][CH3:15])[CH2:11][OH:12])[CH3:8].[C:16](Cl)(=[O:23])[C:17]1[CH:22]=[CH:21][CH:20]=[CH:19][CH:18]=1.CO. Product: [C:16]([O:12][CH2:11][CH:10]([O:13][CH2:14][CH3:15])[O:9][CH2:7][CH3:8])(=[O:23])[C:17]1[CH:22]=[CH:21][CH:20]=[CH:19][CH:18]=1. The catalyst class is: 84. (2) Reactant: [F:1][C:2]([F:13])([F:12])[O:3][C:4]1[CH:11]=[CH:10][C:7]([CH2:8]Br)=[CH:6][CH:5]=1.[N-:14]=[N+:15]=[N-:16].[Na+]. Product: [N:14]([CH2:8][C:7]1[CH:10]=[CH:11][C:4]([O:3][C:2]([F:13])([F:12])[F:1])=[CH:5][CH:6]=1)=[N+:15]=[N-:16]. The catalyst class is: 35. (3) Reactant: [NH2:1][C:2]1[CH:7]=[CH:6][CH:5]=[CH:4][C:3]=1[SH:8].Cl.[N:10]([O-])=O.[Na+].C(=O)([O-])[O-].[K+].[K+]. Product: [S:8]1[C:3]2[CH:4]=[CH:5][CH:6]=[CH:7][C:2]=2[N:1]=[N:10]1. The catalyst class is: 90. (4) Product: [CH2:2]([N:9]1[CH2:15][CH:14]2[NH:17][CH:11]([CH2:12][CH2:13]2)[CH2:10]1)[C:3]1[CH:4]=[CH:5][CH:6]=[CH:7][CH:8]=1. Reactant: Cl.[CH2:2]([N:9]1[C:15](=O)[CH:14]2[NH:17][CH:11]([CH2:12][CH2:13]2)[C:10]1=O)[C:3]1[CH:8]=[CH:7][CH:6]=[CH:5][CH:4]=1.[H-].[H-].[H-].[H-].[Li+].[Al+3].O.[OH-].[Na+]. The catalyst class is: 1. (5) Reactant: [C:1]1([CH:7]([C:9]2[CH:14]=[CH:13][C:12]([O:15][C:16]([F:19])([F:18])[F:17])=[CH:11][CH:10]=2)O)[CH:6]=[CH:5][CH:4]=[CH:3][CH:2]=1.C1(C(C2C=CC(OC(F)(F)F)=CC=2)=O)C=CC=CC=1.S(Cl)([Cl:41])=O. Product: [F:17][C:16]([F:19])([F:18])[O:15][C:12]1[CH:13]=[CH:14][C:9]([CH:7]([Cl:41])[C:1]2[CH:6]=[CH:5][CH:4]=[CH:3][CH:2]=2)=[CH:10][CH:11]=1. The catalyst class is: 11. (6) Product: [Cl:20][CH:22]([CH2:23][C:2]1[CH:7]=[C:6]([N:8]2[C:12](=[O:13])[N:11]([CH:14]([F:16])[F:15])[C:10]([CH3:17])=[N:9]2)[C:5]([F:18])=[CH:4][C:3]=1[Cl:19])[C:21]([OH:25])=[O:24]. The catalyst class is: 21. Reactant: N[C:2]1[C:3]([Cl:19])=[CH:4][C:5]([F:18])=[C:6]([N:8]2[C:12](=[O:13])[N:11]([CH:14]([F:16])[F:15])[C:10]([CH3:17])=[N:9]2)[CH:7]=1.[ClH:20].[C:21]([OH:25])(=[O:24])[CH:22]=[CH2:23].[Cl-].[Li+].N([O-])=O.[Na+].